This data is from Forward reaction prediction with 1.9M reactions from USPTO patents (1976-2016). The task is: Predict the product of the given reaction. (1) Given the reactants [CH3:1][C:2]1([CH3:10])[CH2:9][C:7](=O)[CH2:6][C:4](=[O:5])[CH2:3]1.[C:11](#[N:17])[CH:12]([CH2:14][C:15]#[N:16])[OH:13].N1CCCCC1, predict the reaction product. The product is: [CH3:10][C:2]1([CH3:1])[CH2:3][C:4](=[O:5])[CH2:6][C:7](=[C:14]([C:15]#[N:16])[CH:12]([OH:13])[C:11]#[N:17])[CH2:9]1. (2) Given the reactants [Br:1][C:2]1[C:10]2[C:9]([C:11]3[CH:16]=[CH:15][C:14]([CH3:17])=[CH:13][C:12]=3[CH3:18])=[N:8][C:7]([S:19][CH3:20])=[N:6][C:5]=2[N:4](COCC[Si](C)(C)C)[CH:3]=1.[F-].C([N+](CCCC)(CCCC)CCCC)CCC, predict the reaction product. The product is: [Br:1][C:2]1[C:10]2[C:9]([C:11]3[CH:16]=[CH:15][C:14]([CH3:17])=[CH:13][C:12]=3[CH3:18])=[N:8][C:7]([S:19][CH3:20])=[N:6][C:5]=2[NH:4][CH:3]=1. (3) Given the reactants [Cl:1][C:2]1[CH:7]=[CH:6][C:5]([CH:8]2[CH2:13][CH2:12][NH:11][CH2:10][CH2:9]2)=[CH:4][C:3]=1[C:14]([F:17])([F:16])[F:15].[CH2:18](I)[CH2:19][CH3:20], predict the reaction product. The product is: [Cl:1][C:2]1[CH:7]=[CH:6][C:5]([CH:8]2[CH2:13][CH2:12][N:11]([CH2:18][CH2:19][CH3:20])[CH2:10][CH2:9]2)=[CH:4][C:3]=1[C:14]([F:17])([F:15])[F:16]. (4) Given the reactants [CH2:1]([O:3][C:4]([N:6]1[CH2:11][CH:10]=[C:9]([C:12]2[C:20]3[C:15](=[N:16][CH:17]=[CH:18][CH:19]=3)[N:14]([CH2:21][CH2:22][O:23][CH2:24][CH3:25])[CH:13]=2)[CH2:8][CH2:7]1)=[O:5])[CH3:2], predict the reaction product. The product is: [CH2:1]([O:3][C:4]([N:6]1[CH2:7][CH2:8][CH:9]([C:12]2[C:20]3[C:15](=[N:16][CH:17]=[CH:18][CH:19]=3)[N:14]([CH2:21][CH2:22][O:23][CH2:24][CH3:25])[CH:13]=2)[CH2:10][CH2:11]1)=[O:5])[CH3:2]. (5) Given the reactants [F:1][C:2]1[CH:3]=[CH:4][CH:5]=[C:6]2[C:11]=1[NH:10][C:9](=[O:12])[CH:8]=[C:7]2[C:13]([OH:15])=O.S(Cl)([Cl:19])(=O)=O, predict the reaction product. The product is: [F:1][C:2]1[CH:3]=[CH:4][CH:5]=[C:6]2[C:11]=1[NH:10][C:9](=[O:12])[CH:8]=[C:7]2[C:13]([Cl:19])=[O:15]. (6) Given the reactants [O:1]=[C:2]1[N:7]2[CH:8]=[CH:9][CH:10]=[C:6]2[C:5]2[N:11]=[CH:12][C:13]([C:15](OC)=[O:16])=[CH:14][C:4]=2[NH:3]1.[H-].[Na+].[H-].[Al+3].[Li+].[H-].[H-].[H-].CO, predict the reaction product. The product is: [OH:16][CH2:15][C:13]1[CH:12]=[N:11][C:5]2[C:6]3[N:7]([CH:8]=[CH:9][CH:10]=3)[C:2](=[O:1])[NH:3][C:4]=2[CH:14]=1. (7) The product is: [CH2:28]([O:27][C:25](=[O:26])[CH2:24][C:23]1[C:2]2[CH:6]=[CH:5][S:4][C:3]=2[N:7]([C:8]([O:9][C:10]([CH3:13])([CH3:12])[CH3:11])=[O:14])[CH:22]=1)[CH3:29]. Given the reactants Br[C:2]1[CH:6]=[CH:5][S:4][C:3]=1[NH:7][C:8](=[O:14])[O:9][C:10]([CH3:13])([CH3:12])[CH3:11].C([O-])([O-])=O.[K+].[K+].Br[CH2:22]/[CH:23]=[CH:24]/[C:25]([O:27][CH2:28][CH3:29])=[O:26].C1(P(C2C=CC=CC=2)C2C=CC=CC=2)C=CC=CC=1, predict the reaction product. (8) Given the reactants [CH3:1][O:2][C:3]1[CH:4]=[C:5]2[C:10](=[CH:11][CH:12]=1)[CH:9]=[C:8]([O:13][CH2:14][C:15]1([C:26]([O:28][CH2:29][CH3:30])=[O:27])[CH2:18][N:17](C(OC(C)(C)C)=O)[CH2:16]1)[CH:7]=[CH:6]2.O.[C:32]1([CH3:42])[CH:37]=[CH:36][C:35]([S:38]([OH:41])(=[O:40])=[O:39])=[CH:34][CH:33]=1, predict the reaction product. The product is: [S:38]([C:35]1[CH:36]=[CH:37][C:32]([CH3:42])=[CH:33][CH:34]=1)([OH:41])(=[O:40])=[O:39].[CH3:1][O:2][C:3]1[CH:4]=[C:5]2[C:10](=[CH:11][CH:12]=1)[CH:9]=[C:8]([O:13][CH2:14][C:15]1([C:26]([O:28][CH2:29][CH3:30])=[O:27])[CH2:18][NH:17][CH2:16]1)[CH:7]=[CH:6]2.